Dataset: Forward reaction prediction with 1.9M reactions from USPTO patents (1976-2016). Task: Predict the product of the given reaction. (1) Given the reactants [H-].[Na+].[NH:3]1[C:11]2[CH:10]=[CH:9][N:8]=[CH:7][C:6]=2[CH:5]=[CH:4]1.Cl[C:13]1[C:22]2[C:17](=[CH:18][CH:19]=[C:20]([O:23][CH3:24])[CH:21]=2)[N:16]=[C:15]([C:25]2[CH:26]=[N:27][CH:28]=[CH:29][CH:30]=2)[N:14]=1.O, predict the reaction product. The product is: [CH3:24][O:23][C:20]1[CH:21]=[C:22]2[C:17](=[CH:18][CH:19]=1)[N:16]=[C:15]([C:25]1[CH:26]=[N:27][CH:28]=[CH:29][CH:30]=1)[N:14]=[C:13]2[N:3]1[C:11]2[CH:10]=[CH:9][N:8]=[CH:7][C:6]=2[CH:5]=[CH:4]1. (2) Given the reactants [C:1]([O:5][C:6]([NH:8][C@@H:9]([CH2:13][C:14]1[CH:19]=[CH:18][C:17]([CH:20]2[S:24](=[O:26])(=[O:25])[NH:23][C:22](=[O:27])[CH2:21]2)=[C:16]([F:28])[CH:15]=1)[C:10](O)=[O:11])=[O:7])([CH3:4])([CH3:3])[CH3:2].F[P-](F)(F)(F)(F)F.N1(O[P+](N(C)C)(N(C)C)N(C)C)C2C=CC=CC=2N=N1.C(N(CC)C(C)C)(C)C.Cl.[NH2:66][CH2:67][CH2:68][CH2:69][CH2:70][CH2:71][O:72][C:73]1[CH:82]=[CH:81][CH:80]=[C:79]([OH:83])[C:74]=1[C:75]([O:77][CH3:78])=[O:76], predict the reaction product. The product is: [C:1]([O:5][C:6]([NH:8][C@@H:9]([CH2:13][C:14]1[CH:19]=[CH:18][C:17]([CH:20]2[S:24](=[O:25])(=[O:26])[NH:23][C:22](=[O:27])[CH2:21]2)=[C:16]([F:28])[CH:15]=1)[C:10]([NH:66][CH2:67][CH2:68][CH2:69][CH2:70][CH2:71][O:72][C:73]1[CH:82]=[CH:81][CH:80]=[C:79]([OH:83])[C:74]=1[C:75]([O:77][CH3:78])=[O:76])=[O:11])=[O:7])([CH3:3])([CH3:2])[CH3:4]. (3) Given the reactants [OH:1][C@@:2]1([C:33]([F:36])([F:35])[F:34])[C:14]2[CH:13]=[C:12]([O:15][CH2:16][C@H:17]([OH:19])[CH3:18])[CH:11]=[C:10]([C:20]3[CH:21]=[N:22][N:23]([C:25]([CH3:32])([CH3:31])[C:26]([O:28]CC)=[O:27])[CH:24]=3)[C:9]=2[C:8]2[C:3]1=[CH:4][CH:5]=[CH:6][CH:7]=2.[OH-].[Na+].Cl, predict the reaction product. The product is: [OH:1][C@@:2]1([C:33]([F:35])([F:36])[F:34])[C:14]2[CH:13]=[C:12]([O:15][CH2:16][C@H:17]([OH:19])[CH3:18])[CH:11]=[C:10]([C:20]3[CH:21]=[N:22][N:23]([C:25]([CH3:31])([CH3:32])[C:26]([OH:28])=[O:27])[CH:24]=3)[C:9]=2[C:8]2[C:3]1=[CH:4][CH:5]=[CH:6][CH:7]=2.